This data is from Full USPTO retrosynthesis dataset with 1.9M reactions from patents (1976-2016). The task is: Predict the reactants needed to synthesize the given product. (1) The reactants are: C([Li])CCC.C(N(C(C)C)CC)(C)C.[Cl:15][C:16]1[N:21]=[C:20]([CH3:22])[CH:19]=[CH:18][N:17]=1.[CH2:23]([O:30][C:31]1[CH:32]=[C:33]([CH:40]=[CH:41][CH:42]=1)[C:34](N(OC)C)=[O:35])[C:24]1[CH:29]=[CH:28][CH:27]=[CH:26][CH:25]=1. Given the product [CH2:23]([O:30][C:31]1[CH:32]=[C:33]([C:34](=[O:35])[CH2:22][C:20]2[CH:19]=[CH:18][N:17]=[C:16]([Cl:15])[N:21]=2)[CH:40]=[CH:41][CH:42]=1)[C:24]1[CH:25]=[CH:26][CH:27]=[CH:28][CH:29]=1.[CH2:23]([O:30][C:31]1[CH:32]=[C:33]([CH:34]([OH:35])[CH2:22][C:20]2[CH:19]=[CH:18][N:17]=[C:16]([Cl:15])[N:21]=2)[CH:40]=[CH:41][CH:42]=1)[C:24]1[CH:25]=[CH:26][CH:27]=[CH:28][CH:29]=1, predict the reactants needed to synthesize it. (2) Given the product [CH3:29][N:30]1[CH:34]=[C:33]([C:35]2[C:39]([CH3:40])=[C:38]([NH:41][C:42]([NH:19][C@H:11]3[C@H:10]([C:7]4[CH:8]=[CH:9][C:4]([F:3])=[CH:5][CH:6]=4)[CH2:14][N:13]([CH2:15][CH2:16][O:17][CH3:18])[CH2:12]3)=[O:43])[N:37]([C:51]3[CH:56]=[CH:55][CH:54]=[CH:53][CH:52]=3)[N:36]=2)[CH:32]=[N:31]1, predict the reactants needed to synthesize it. The reactants are: Cl.Cl.[F:3][C:4]1[CH:9]=[CH:8][C:7]([C@@H:10]2[CH2:14][N:13]([CH2:15][CH2:16][O:17][CH3:18])[CH2:12][C@H:11]2[NH2:19])=[CH:6][CH:5]=1.CCN(C(C)C)C(C)C.[CH3:29][N:30]1[CH:34]=[C:33]([C:35]2[C:39]([CH3:40])=[C:38]([NH:41][C:42](=O)[O:43]C3C=CC=CC=3)[N:37]([C:51]3[CH:56]=[CH:55][CH:54]=[CH:53][CH:52]=3)[N:36]=2)[CH:32]=[N:31]1. (3) The reactants are: [Cl:1][C:2]1[CH:7]=[CH:6][C:5](F)=[C:4]([N+:9]([O-:11])=[O:10])[CH:3]=1.Cl.[NH2:13][CH2:14][CH2:15][C:16]([O:18][CH2:19][CH3:20])=[O:17].C(N(C(C)C)C(C)C)C. Given the product [Cl:1][C:2]1[CH:7]=[CH:6][C:5]([NH:13][CH2:14][CH2:15][C:16]([O:18][CH2:19][CH3:20])=[O:17])=[C:4]([N+:9]([O-:11])=[O:10])[CH:3]=1, predict the reactants needed to synthesize it. (4) Given the product [F:1][C:2]1[CH:10]=[C:9]([C:11]2[N:15]=[C:14]([C:16]3[CH:21]=[CH:20][C:19]([C:22]4[CH:27]=[CH:26][CH:25]=[CH:24][C:23]=4[CH3:28])=[C:18]([CH2:29][O:30][CH3:31])[CH:17]=3)[O:13][N:12]=2)[C:8]([F:32])=[CH:7][C:3]=1[C:4]([NH:38][CH2:37][CH2:36][C:35]([O:34][CH3:33])=[O:39])=[O:5].[F:1][C:2]1[CH:10]=[C:9]([C:11]2[N:15]=[C:14]([C:16]3[CH:21]=[CH:20][C:19]([C:22]4[CH:27]=[CH:26][CH:25]=[CH:24][C:23]=4[CH3:28])=[C:18]([CH2:29][O:30][CH3:31])[CH:17]=3)[O:13][N:12]=2)[C:8]([F:32])=[CH:7][C:3]=1[C:4]([NH:38][CH2:37][CH2:36][C:35]([OH:39])=[O:34])=[O:6], predict the reactants needed to synthesize it. The reactants are: [F:1][C:2]1[CH:10]=[C:9]([C:11]2[N:15]=[C:14]([C:16]3[CH:21]=[CH:20][C:19]([C:22]4[CH:27]=[CH:26][CH:25]=[CH:24][C:23]=4[CH3:28])=[C:18]([CH2:29][O:30][CH3:31])[CH:17]=3)[O:13][N:12]=2)[C:8]([F:32])=[CH:7][C:3]=1[C:4]([OH:6])=[O:5].[CH3:33][O:34][C:35](=[O:39])[CH2:36][CH2:37][NH2:38]. (5) The reactants are: [C:1]([C:5]1[CH:6]=[CH:7][C:8]([Cl:12])=[C:9](N)[CH:10]=1)([CH3:4])([CH3:3])[CH3:2].N([O-])=[O:14].[Na+].C(OCC)(=O)C. Given the product [C:1]([C:5]1[CH:6]=[CH:7][C:8]([Cl:12])=[C:9]([OH:14])[CH:10]=1)([CH3:4])([CH3:3])[CH3:2], predict the reactants needed to synthesize it.